From a dataset of Catalyst prediction with 721,799 reactions and 888 catalyst types from USPTO. Predict which catalyst facilitates the given reaction. (1) Reactant: [Br:1][C:2]1[CH:3]=[C:4]([CH:9]=[CH:10][CH:11]=1)[C:5]([NH:7][NH2:8])=[O:6].[C:12](Cl)(=[O:19])[C:13]1[CH:18]=[CH:17][CH:16]=[CH:15][CH:14]=1. Product: [C:12]([NH:8][NH:7][C:5](=[O:6])[C:4]1[CH:9]=[CH:10][CH:11]=[C:2]([Br:1])[CH:3]=1)(=[O:19])[C:13]1[CH:18]=[CH:17][CH:16]=[CH:15][CH:14]=1. The catalyst class is: 60. (2) Reactant: [F:1][C:2]1[C:7]([S:8]([C:11]([F:14])([F:13])[F:12])(=[O:10])=[O:9])=[CH:6][CH:5]=[CH:4][C:3]=1[CH:15]1[CH2:20][CH2:19][NH:18][CH2:17][CH2:16]1.C(=O)([O-])[O-].[K+].[K+].[CH2:27](Br)[CH:28]=[CH2:29]. Product: [CH2:29]([N:18]1[CH2:19][CH2:20][CH:15]([C:3]2[CH:4]=[CH:5][CH:6]=[C:7]([S:8]([C:11]([F:14])([F:13])[F:12])(=[O:9])=[O:10])[C:2]=2[F:1])[CH2:16][CH2:17]1)[CH:28]=[CH2:27]. The catalyst class is: 10. (3) Reactant: [CH2:1]([C:4]1[CH:5]=[C:6]([CH:11]=[CH:12][C:13]=1[CH3:14])[C:7]([NH:9][NH2:10])=[O:8])[CH:2]=[CH2:3].C(N(C(C)C)CC)(C)C.[C:24](O[C:24](=O)[CH2:25][CH:26]([CH3:28])[CH3:27])(=O)[CH2:25][CH:26]([CH3:28])[CH3:27].C1(P(C2C=CC=CC=2)C2C=CC=CC=2)C=CC=CC=1.ClC(Cl)(Cl)C(Cl)(Cl)Cl. Product: [CH2:1]([C:4]1[CH:5]=[C:6]([C:7]2[O:8][C:24]([CH2:25][CH:26]([CH3:28])[CH3:27])=[N:10][N:9]=2)[CH:11]=[CH:12][C:13]=1[CH3:14])[CH:2]=[CH2:3]. The catalyst class is: 10. (4) Reactant: [NH2:1][C:2]1[N:7]=[CH:6][N:5]=[C:4]2[N:8]([CH:12]([C:14]3[CH:19]=[N:18][N:17]([CH2:20][C:21]4[CH:26]=[CH:25][CH:24]=[CH:23][CH:22]=4)[C:16](=[O:27])[C:15]=3[CH:28]3[CH2:32][CH2:31][CH2:30][CH2:29]3)[CH3:13])[N:9]=[C:10](I)[C:3]=12.CC1(C)OB([C:39]2[CH:40]=[C:41]([OH:45])[CH:42]=[N:43][CH:44]=2)OC1(C)C.C(O)C.C(=O)([O-])[O-].[Na+].[Na+]. Product: [NH2:1][C:2]1[N:7]=[CH:6][N:5]=[C:4]2[N:8]([CH:12]([C:14]3[CH:19]=[N:18][N:17]([CH2:20][C:21]4[CH:26]=[CH:25][CH:24]=[CH:23][CH:22]=4)[C:16](=[O:27])[C:15]=3[CH:28]3[CH2:32][CH2:31][CH2:30][CH2:29]3)[CH3:13])[N:9]=[C:10]([C:39]3[CH:44]=[N:43][CH:42]=[C:41]([OH:45])[CH:40]=3)[C:3]=12. The catalyst class is: 104. (5) Reactant: C(O)(=O)C.[N:5]1[CH:10]=[CH:9][C:8]([CH:11]=O)=[CH:7][CH:6]=1.[C:13]([O:22][CH3:23])(=[O:21])[C:14]1[C:15](=[CH:17][CH:18]=[CH:19][CH:20]=1)[NH2:16].C([BH3-])#N.[Na+]. Product: [N:5]1[CH:6]=[CH:7][C:8]([CH2:11][NH:16][C:15]2[C:14](=[CH:20][CH:19]=[CH:18][CH:17]=2)[C:13]([O:22][CH3:23])=[O:21])=[CH:9][CH:10]=1. The catalyst class is: 5. (6) Reactant: [Br:1][C:2]1[CH:19]=[CH:18][C:5]([O:6][C:7]2[C:12]([CH3:13])=[CH:11][C:10]([N+:14]([O-])=O)=[C:9]([CH3:17])[CH:8]=2)=[CH:4][CH:3]=1.O.O.[Sn](Cl)Cl.[OH-].[Na+]. Product: [Br:1][C:2]1[CH:19]=[CH:18][C:5]([O:6][C:7]2[C:12]([CH3:13])=[CH:11][C:10]([NH2:14])=[C:9]([CH3:17])[CH:8]=2)=[CH:4][CH:3]=1. The catalyst class is: 393. (7) Reactant: C[Sn](C)(C)[C:3]1[CH:8]=[CH:7][C:6]([C:9]2[N:10]([C:20]3[CH:21]=[N:22][CH:23]=[CH:24][CH:25]=3)[CH:11]=[C:12]([C:14]3[CH:19]=[CH:18][CH:17]=[CH:16][N:15]=3)[N:13]=2)=[CH:5][CH:4]=1.Br[C:29]1[CH:30]=[C:31]([O:39][CH3:40])[CH:32]=[C:33]2[C:38]=1[N:37]=[CH:36][CH:35]=[CH:34]2. Product: [CH3:40][O:39][C:31]1[CH:32]=[C:33]2[C:38](=[C:29]([C:3]3[CH:8]=[CH:7][C:6]([C:9]4[N:10]([C:20]5[CH:21]=[N:22][CH:23]=[CH:24][CH:25]=5)[CH:11]=[C:12]([C:14]5[CH:19]=[CH:18][CH:17]=[CH:16][N:15]=5)[N:13]=4)=[CH:5][CH:4]=3)[CH:30]=1)[N:37]=[CH:36][CH:35]=[CH:34]2. The catalyst class is: 321. (8) Reactant: [F:1][C:2]1[CH:7]=[C:6]([O:8][C:9]2[CH:14]=[CH:13][N:12]=[C:11]([NH:15][C:16]([N:18]3[CH2:21][CH:20]([OH:22])[CH2:19]3)=[O:17])[CH:10]=2)[C:5]([F:23])=[CH:4][C:3]=1[NH:24][C:25]([CH2:27][C:28]1([CH2:31][C:32]([NH:34][C:35]2[CH:40]=[CH:39][C:38]([F:41])=[CH:37][CH:36]=2)=[O:33])[CH2:30][CH2:29]1)=[O:26].[BrH:42]. Product: [BrH:42].[F:1][C:2]1[CH:7]=[C:6]([O:8][C:9]2[CH:14]=[CH:13][N:12]=[C:11]([NH:15][C:16]([N:18]3[CH2:19][CH:20]([OH:22])[CH2:21]3)=[O:17])[CH:10]=2)[C:5]([F:23])=[CH:4][C:3]=1[NH:24][C:25]([CH2:27][C:28]1([CH2:31][C:32]([NH:34][C:35]2[CH:36]=[CH:37][C:38]([F:41])=[CH:39][CH:40]=2)=[O:33])[CH2:30][CH2:29]1)=[O:26]. The catalyst class is: 8.